Predict the reactants needed to synthesize the given product. From a dataset of Full USPTO retrosynthesis dataset with 1.9M reactions from patents (1976-2016). Given the product [CH2:14]([O:16][C:17]([C:19]1[C:20]([S:36][CH3:37])=[N:21][N:22]2[CH:23]=[CH:24][CH:25]=[C:26]([CH2:28][O:29][CH:30]3[CH2:35][CH2:34][CH2:33][CH2:32][O:31]3)[C:27]=12)=[O:18])[CH3:15], predict the reactants needed to synthesize it. The reactants are: C(OCCBr)(=O)C.C(=O)([O-])[O-].[K+].[K+].[CH2:14]([O:16][C:17]([C:19]1[C:20]([S:36][CH3:37])=[N:21][N:22]2[CH:27]=[C:26]([CH2:28][O:29][CH:30]3[CH2:35][CH2:34][CH2:33][CH2:32][O:31]3)[CH:25]=[CH:24][C:23]=12)=[O:18])[CH3:15].